From a dataset of Forward reaction prediction with 1.9M reactions from USPTO patents (1976-2016). Predict the product of the given reaction. Given the reactants C(OC(=O)C(=O)CN1[C:15](=[O:16])[C:14]2[C:9](=[CH:10][CH:11]=[CH:12][CH:13]=2)[C:8]1=[O:17])C.[NH2:20][NH:21][C:22]([NH2:24])=[S:23].CCN([CH:31]([CH3:33])[CH3:32])C(C)C.C[CH2:35][OH:36], predict the reaction product. The product is: [O:36]=[C:35]1[C:33]([CH2:31][CH:32]2[C:8](=[O:17])[C:9]3[C:14](=[CH:13][CH:12]=[CH:11][CH:10]=3)[C:15]2=[O:16])=[N:20][NH:21][C:22](=[S:23])[NH:24]1.